This data is from Tox21: 12 toxicity assays (nuclear receptors and stress response pathways). The task is: Binary classification across 12 toxicity assays. The drug is COc1nc(C)nc(Cl)c1NC1=NCCN1. It tested positive (active) for: NR-AhR (Aryl hydrocarbon Receptor agonist activity).